From a dataset of Reaction yield outcomes from USPTO patents with 853,638 reactions. Predict the reaction yield, written as a fraction of the theoretical maximum amount of product (1.0 means a 100% yield; for example, 0.34 means a 34% yield). (1) The reactants are [CH3:1][C:2]1[CH:7]=[C:6]([CH3:8])[NH:5][C:4](=[O:9])[C:3]=1[CH2:10][NH:11][C:12]([C:14]1[C:15]2[CH:35]=[N:34][N:33]([CH:36]([CH3:38])[CH3:37])[C:16]=2[N:17]=[C:18]([C:20]2[CH2:21][CH2:22][N:23]([C:26]([CH:28]3[CH2:31][N:30]([CH3:32])[CH2:29]3)=[O:27])[CH2:24][CH:25]=2)[CH:19]=1)=[O:13]. The catalyst is CCO.[Pd]. The product is [CH3:1][C:2]1[CH:7]=[C:6]([CH3:8])[NH:5][C:4](=[O:9])[C:3]=1[CH2:10][NH:11][C:12]([C:14]1[C:15]2[CH:35]=[N:34][N:33]([CH:36]([CH3:38])[CH3:37])[C:16]=2[N:17]=[C:18]([CH:20]2[CH2:21][CH2:22][N:23]([C:26]([CH:28]3[CH2:29][N:30]([CH3:32])[CH2:31]3)=[O:27])[CH2:24][CH2:25]2)[CH:19]=1)=[O:13]. The yield is 0.620. (2) The reactants are C[O:2][C:3](=[O:34])[C@@H:4]([CH2:27][CH:28]1[CH2:33][CH2:32][CH2:31][CH2:30][CH2:29]1)[CH2:5][CH2:6][NH:7][C@@H:8]1[C@@H:17]([O:18][CH3:19])[CH2:16][C:15]2[C:10](=[CH:11][C:12]([C:20](=[O:22])[NH2:21])=[CH:13][CH:14]=2)[C:9]1([CH2:25][CH3:26])[CH2:23][CH3:24].[OH-].[Na+]. The catalyst is CO. The product is [C:20]([C:12]1[CH:11]=[C:10]2[C:15]([CH2:16][C@H:17]([O:18][CH3:19])[C@@H:8]([NH:7][CH2:6][CH2:5][C@H:4]([CH2:27][CH:28]3[CH2:29][CH2:30][CH2:31][CH2:32][CH2:33]3)[C:3]([OH:34])=[O:2])[C:9]2([CH2:23][CH3:24])[CH2:25][CH3:26])=[CH:14][CH:13]=1)(=[O:22])[NH2:21]. The yield is 0.982. (3) The product is [Br:8][C:16]1[CH:17]=[C:13]([C:11](=[O:12])[C:10]([Cl:9])([Cl:19])[Cl:20])[N:14]([CH3:18])[CH:15]=1. The catalyst is C1COCC1. The yield is 0.880. The reactants are C1C(=O)N([Br:8])C(=O)C1.[Cl:9][C:10]([Cl:20])([Cl:19])[C:11]([C:13]1[N:14]([CH3:18])[CH:15]=[CH:16][CH:17]=1)=[O:12]. (4) The yield is 0.660. The reactants are [Br:1][C:2]1[N:7]=[CH:6][C:5]([NH2:8])=[CH:4][CH:3]=1.C(N(CC)CC)C.[Cl:16][C:17]1[C:22]([C:23](Cl)=[O:24])=[C:21]([F:26])[C:20]([NH:27][S:28]([CH2:31][CH2:32][CH3:33])(=[O:30])=[O:29])=[CH:19][CH:18]=1. The product is [Br:1][C:2]1[N:7]=[CH:6][C:5]([NH:8][C:23](=[O:24])[C:22]2[C:17]([Cl:16])=[CH:18][CH:19]=[C:20]([NH:27][S:28]([CH2:31][CH2:32][CH3:33])(=[O:30])=[O:29])[C:21]=2[F:26])=[CH:4][CH:3]=1. The catalyst is O1CCCC1.C(OCC)(=O)C. (5) The reactants are [CH3:1][O:2][CH2:3][C:4]1[CH:9]=[C:8]([C:10]2[O:14][N:13]=[C:12]([C:15]3[CH:16]=[C:17]([CH2:21][C:22](O)=[O:23])[CH:18]=[CH:19][CH:20]=3)[N:11]=2)[CH:7]=[CH:6][C:5]=1[C:25]1[CH:30]=[CH:29][CH:28]=[CH:27][C:26]=1[CH3:31].CCN(C(C)C)C(C)C.CN(C(ON1N=NC2C=CC=NC1=2)=[N+](C)C)C.F[P-](F)(F)(F)(F)F.Cl.[CH2:66]([O:68][C:69](=[O:73])[CH2:70][CH2:71][NH2:72])[CH3:67]. The catalyst is CN(C=O)C.CCOC(C)=O. The product is [CH3:1][O:2][CH2:3][C:4]1[CH:9]=[C:8]([C:10]2[O:14][N:13]=[C:12]([C:15]3[CH:16]=[C:17]([CH2:21][C:22]([NH:72][CH2:71][CH2:70][C:69]([O:68][CH2:66][CH3:67])=[O:73])=[O:23])[CH:18]=[CH:19][CH:20]=3)[N:11]=2)[CH:7]=[CH:6][C:5]=1[C:25]1[CH:30]=[CH:29][CH:28]=[CH:27][C:26]=1[CH3:31]. The yield is 0.400. (6) The product is [Cl:29][C:28]1[C:23]([N:18]2[CH2:17][CH2:16][C:12]3[N:13]=[CH:14][N:15]=[C:10]([NH:9][C:6]4[CH:7]=[N:8][C:3]([C:2]([F:20])([F:1])[F:21])=[CH:4][CH:5]=4)[C:11]=3[CH2:19]2)=[N:24][CH:25]=[CH:26][CH:27]=1. The reactants are [F:1][C:2]([F:21])([F:20])[C:3]1[N:8]=[CH:7][C:6]([NH:9][C:10]2[C:11]3[CH2:19][NH:18][CH2:17][CH2:16][C:12]=3[N:13]=[CH:14][N:15]=2)=[CH:5][CH:4]=1.Cl[C:23]1[C:28]([Cl:29])=[CH:27][CH:26]=[CH:25][N:24]=1.C(N(CC)C(C)C)(C)C. The catalyst is O1CCOCC1.CN(C)C(=O)C. The yield is 0.280.